Dataset: Catalyst prediction with 721,799 reactions and 888 catalyst types from USPTO. Task: Predict which catalyst facilitates the given reaction. (1) Reactant: [Cl:1][C:2]1[CH:3]=[C:4]([CH:11]=[CH:12][C:13]=1[Cl:14])[CH2:5][CH:6]([C:9]#[N:10])[C:7]#[N:8].[H-].[Na+].Br[CH2:18][CH2:19][C:20]([F:23])([F:22])[F:21]. Product: [Cl:1][C:2]1[CH:3]=[C:4]([CH:11]=[CH:12][C:13]=1[Cl:14])[CH2:5][C:6]([CH2:18][CH2:19][C:20]([F:23])([F:22])[F:21])([C:7]#[N:8])[C:9]#[N:10]. The catalyst class is: 9. (2) Reactant: [Cl:1][CH2:2][CH2:3][CH2:4][O:5][C:6]1[CH:22]=[CH:21][C:9]([CH2:10][CH:11]2[CH2:20][CH2:19][C:14]3(OCC[O:15]3)[CH2:13][CH2:12]2)=[CH:8][CH:7]=1.Cl. Product: [Cl:1][CH2:2][CH2:3][CH2:4][O:5][C:6]1[CH:22]=[CH:21][C:9]([CH2:10][CH:11]2[CH2:20][CH2:19][C:14](=[O:15])[CH2:13][CH2:12]2)=[CH:8][CH:7]=1. The catalyst class is: 7. (3) Reactant: [Li]CCCC.Br[C:7]1[CH:8]=[CH:9][C:10]([O:13][CH3:14])=[N:11][CH:12]=1.[F:15][C:16]1[CH:23]=[CH:22][C:19]([CH:20]=[O:21])=[CH:18][CH:17]=1.[Cl-].[NH4+]. Product: [F:15][C:16]1[CH:23]=[CH:22][C:19]([CH:20]([C:7]2[CH:12]=[N:11][C:10]([O:13][CH3:14])=[CH:9][CH:8]=2)[OH:21])=[CH:18][CH:17]=1. The catalyst class is: 1. (4) Reactant: Br[C:2]1[CH:7]=[CH:6][C:5]([CH:8]([N:12]2[CH2:25][CH2:24][C:15]3([O:20][CH2:19][C:18](=[O:21])[N:17]([CH2:22][CH3:23])[CH2:16]3)[CH2:14][CH2:13]2)[C:9]([NH2:11])=[O:10])=[C:4]([F:26])[CH:3]=1.CC1(C)C(C)(C)OB([C:35]2[CH:44]=[C:43]3[C:38]([CH:39]=[CH:40][CH:41]=[N:42]3)=[CH:37][CH:36]=2)O1.C([O-])([O-])=O.[K+].[K+]. Product: [CH2:22]([N:17]1[CH2:16][C:15]2([CH2:24][CH2:25][N:12]([CH:8]([C:5]3[CH:6]=[CH:7][C:2]([C:35]4[CH:44]=[C:43]5[C:38]([CH:39]=[CH:40][CH:41]=[N:42]5)=[CH:37][CH:36]=4)=[CH:3][C:4]=3[F:26])[C:9]([NH2:11])=[O:10])[CH2:13][CH2:14]2)[O:20][CH2:19][C:18]1=[O:21])[CH3:23]. The catalyst class is: 368. (5) Reactant: Cl[C:2]1[N:7]=[C:6]2[NH:8][N:9]=[C:10]([S:11][CH3:12])[C:5]2=[C:4]([O:13][CH2:14][CH3:15])[N:3]=1.[O:16]1[CH2:21][CH2:20][N:19]([C:22]2[CH:28]=[CH:27][C:25]([NH2:26])=[CH:24][CH:23]=2)[CH2:18][CH2:17]1.C(O)CO. Product: [CH2:14]([O:13][C:4]1[N:3]=[C:2]([NH:26][C:25]2[CH:24]=[CH:23][C:22]([N:19]3[CH2:20][CH2:21][O:16][CH2:17][CH2:18]3)=[CH:28][CH:27]=2)[N:7]=[C:6]2[NH:8][N:9]=[C:10]([S:11][CH3:12])[C:5]=12)[CH3:15]. The catalyst class is: 6.